Dataset: Full USPTO retrosynthesis dataset with 1.9M reactions from patents (1976-2016). Task: Predict the reactants needed to synthesize the given product. (1) Given the product [CH3:1][C:2]1[CH:7]=[CH:6][C:5]([C:8]2([OH:21])[CH2:9][CH2:10][NH:11][CH2:12][CH2:13]2)=[CH:4][C:3]=1[C:22]([F:24])([F:23])[F:25], predict the reactants needed to synthesize it. The reactants are: [CH3:1][C:2]1[CH:7]=[CH:6][C:5]([C:8]2([OH:21])[CH2:13][CH2:12][N:11](C(OC(C)(C)C)=O)[CH2:10][CH2:9]2)=[CH:4][C:3]=1[C:22]([F:25])([F:24])[F:23].FC(F)(F)C(O)=O. (2) Given the product [F:14][C:15]1[CH:41]=[C:40]([O:42][CH3:43])[CH:39]=[CH:38][C:16]=1[O:17][CH:18]1[CH2:19][CH2:20][N:21]([C:24]2[N:25]=[C:26]3[CH2:37][CH2:36][N:35]([C:3]([N:2]([CH3:6])[CH3:1])=[O:4])[CH2:34][C:27]3=[N:28][C:29]=2[NH:30][CH:31]([CH3:33])[CH3:32])[CH2:22][CH2:23]1.[C:8]([OH:9])([C:10]([F:13])([F:12])[F:11])=[O:7], predict the reactants needed to synthesize it. The reactants are: [CH3:1][N:2]([CH3:6])[C:3](Cl)=[O:4].[OH:7][C:8]([C:10]([F:13])([F:12])[F:11])=[O:9].[F:14][C:15]1[CH:41]=[C:40]([O:42][CH3:43])[CH:39]=[CH:38][C:16]=1[O:17][CH:18]1[CH2:23][CH2:22][N:21]([C:24]2[N:25]=[C:26]3[CH2:37][CH2:36][NH:35][CH2:34][C:27]3=[N:28][C:29]=2[NH:30][CH:31]([CH3:33])[CH3:32])[CH2:20][CH2:19]1.C(N(CC)CC)C.